From a dataset of CYP2D6 inhibition data for predicting drug metabolism from PubChem BioAssay. Regression/Classification. Given a drug SMILES string, predict its absorption, distribution, metabolism, or excretion properties. Task type varies by dataset: regression for continuous measurements (e.g., permeability, clearance, half-life) or binary classification for categorical outcomes (e.g., BBB penetration, CYP inhibition). Dataset: cyp2d6_veith. (1) The compound is CSc1ccc(NC(=O)[C@H]2CCCC[C@@H]2C(=O)O)cc1. The result is 0 (non-inhibitor). (2) The drug is COC(=O)c1c(C)n(-c2ccccc2)c2ccc(O)cc12. The result is 1 (inhibitor). (3) The drug is O=S(=O)(O)c1ccc2cc(N=Nc3cc(S(=O)(=O)O)c4cccnc4c3O)ccc2c1. The result is 0 (non-inhibitor). (4) The result is 0 (non-inhibitor). The molecule is COC(=O)C1=C(C)NC(=O)NC1c1ccsc1.